From a dataset of Full USPTO retrosynthesis dataset with 1.9M reactions from patents (1976-2016). Predict the reactants needed to synthesize the given product. (1) Given the product [CH3:19][O:18][C:16](=[O:17])[CH2:15][C:12]1[C:11]2[C:20]([C:22](=[O:26])[N:23]([CH3:25])[CH3:24])=[CH:21][C:8]([OH:7])=[CH:9][C:10]=2[S:14][CH:13]=1, predict the reactants needed to synthesize it. The reactants are: C([O:7][C:8]1[CH:21]=[C:20]([C:22](=[O:26])[N:23]([CH3:25])[CH3:24])[C:11]2[C:12]([CH2:15][C:16]([O:18][CH3:19])=[O:17])=[CH:13][S:14][C:10]=2[CH:9]=1)(=O)C(C)(C)C.CO.C([O-])([O-])=O.[K+].[K+]. (2) Given the product [Br:3][C:4]1[C:13]([OH:1])=[CH:12][C:11]2[C:6](=[CH:7][CH:8]=[C:9]([O:17][CH3:18])[CH:10]=2)[N:5]=1, predict the reactants needed to synthesize it. The reactants are: [OH:1]O.[Br:3][C:4]1[C:13](B(O)O)=[CH:12][C:11]2[C:6](=[CH:7][CH:8]=[C:9]([O:17][CH3:18])[CH:10]=2)[N:5]=1.[NH4+].[Cl-]. (3) Given the product [C:1]([O:5][C:6](=[O:25])[NH:7][CH:8]1[CH2:9][CH2:10][N:11]([S:14]([C:17]2[CH:18]=[CH:19][C:20]([N:23]([CH3:24])[C:41]([CH:38]3[CH2:39][CH2:40][O:35][CH2:36][CH2:37]3)=[O:42])=[CH:21][CH:22]=2)(=[O:16])=[O:15])[CH2:12][CH2:13]1)([CH3:4])([CH3:3])[CH3:2], predict the reactants needed to synthesize it. The reactants are: [C:1]([O:5][C:6](=[O:25])[NH:7][CH:8]1[CH2:13][CH2:12][N:11]([S:14]([C:17]2[CH:22]=[CH:21][C:20]([NH:23][CH3:24])=[CH:19][CH:18]=2)(=[O:16])=[O:15])[CH2:10][CH2:9]1)([CH3:4])([CH3:3])[CH3:2].C(N(C(C)C)CC)(C)C.[O:35]1[CH2:40][CH2:39][CH:38]([C:41](Cl)=[O:42])[CH2:37][CH2:36]1. (4) Given the product [C:1]([O:5][C:6]([CH:7]1[CH:35]([C:31]2[CH:32]=[CH:33][CH:34]=[C:29]([Cl:28])[C:30]=2[F:47])[C:36]([C:39]2[CH:44]=[CH:43][C:42]([Cl:45])=[CH:41][C:40]=2[F:46])([C:37]#[N:38])[CH:9]([CH2:10][C:11]([CH3:26])([CH3:25])[CH2:12][CH2:13][O:14][CH2:15][CH2:16][O:17][Si:18]([C:21]([CH3:24])([CH3:23])[CH3:22])([CH3:20])[CH3:19])[NH:8]1)=[O:27])([CH3:4])([CH3:2])[CH3:3], predict the reactants needed to synthesize it. The reactants are: [C:1]([O:5][C:6](=[O:27])[CH2:7]/[N:8]=[CH:9]/[CH2:10][C:11]([CH3:26])([CH3:25])[CH2:12][CH2:13][O:14][CH2:15][CH2:16][O:17][Si:18]([C:21]([CH3:24])([CH3:23])[CH3:22])([CH3:20])[CH3:19])([CH3:4])([CH3:3])[CH3:2].[Cl:28][C:29]1[C:30]([F:47])=[C:31](/[CH:35]=[C:36](/[C:39]2[CH:44]=[CH:43][C:42]([Cl:45])=[CH:41][C:40]=2[F:46])\[C:37]#[N:38])[CH:32]=[CH:33][CH:34]=1.C(N(CC)CC)C.C1CCN2C(=NCCC2)CC1. (5) Given the product [Cl:9][C:10]1[CH:16]=[C:15]([N+:17]([O-:19])=[O:18])[CH:14]=[CH:13][C:11]=1[NH:12][C:6]1[CH2:5][CH2:4][C:3](=[O:8])[C:2]=1[CH3:1], predict the reactants needed to synthesize it. The reactants are: [CH3:1][CH:2]1[C:6](=O)[CH2:5][CH2:4][C:3]1=[O:8].[Cl:9][C:10]1[CH:16]=[C:15]([N+:17]([O-:19])=[O:18])[CH:14]=[CH:13][C:11]=1[NH2:12]. (6) Given the product [F:1][C:2]1[CH:9]=[C:8]([CH2:10][Br:14])[C:7]([F:12])=[CH:6][C:3]=1[C:4]#[N:5], predict the reactants needed to synthesize it. The reactants are: [F:1][C:2]1[CH:9]=[C:8]([CH2:10]O)[C:7]([F:12])=[CH:6][C:3]=1[C:4]#[N:5].P(Br)(Br)[Br:14].